The task is: Predict the reactants needed to synthesize the given product.. This data is from Full USPTO retrosynthesis dataset with 1.9M reactions from patents (1976-2016). (1) Given the product [C:1]([C:3]1[CH:8]=[CH:7][C:6]([CH:9]2[N:14]([CH:15]([CH3:19])[C:16]([NH:67][CH2:66][CH2:64][OH:65])=[O:18])[C:13](=[O:20])[N:12]([C:21]3[CH:26]=[CH:25][CH:24]=[C:23]([C:27]([F:28])([F:30])[F:29])[CH:22]=3)[C:11]3[CH2:31][CH2:32][C:33](=[O:34])[C:10]2=3)=[CH:5][CH:4]=1)#[N:2], predict the reactants needed to synthesize it. The reactants are: [C:1]([C:3]1[CH:8]=[CH:7][C:6]([CH:9]2[N:14]([CH:15]([CH3:19])[C:16]([OH:18])=O)[C:13](=[O:20])[N:12]([C:21]3[CH:26]=[CH:25][CH:24]=[C:23]([C:27]([F:30])([F:29])[F:28])[CH:22]=3)[C:11]3[CH2:31][CH2:32][C:33](=[O:34])[C:10]2=3)=[CH:5][CH:4]=1)#[N:2].C(N(CC)CC)C.F[B-](F)(F)F.C[N+](C)=C(N(C)C)ON1C2C=CC=CC=2N=N1.[CH2:64]([CH2:66][NH2:67])[OH:65]. (2) Given the product [CH3:26][C:21]1([CH3:27])[CH2:22][O:23][CH2:24][CH2:25][N:20]1[C:18]([C:17]1[C:13]2[CH2:12][O:11][C:6]3[CH:7]=[C:8]([O:9][CH3:10])[C:3]([CH2:2][NH:1][C:54](=[O:56])[CH3:55])=[CH:4][C:5]=3[C:14]=2[N:15]([C:28]2[CH:32]=[CH:31][S:30][CH:29]=2)[N:16]=1)=[O:19], predict the reactants needed to synthesize it. The reactants are: [NH2:1][CH2:2][C:3]1[C:8]([O:9][CH3:10])=[CH:7][C:6]2[O:11][CH2:12][C:13]3[C:17]([C:18]([N:20]4[CH2:25][CH2:24][O:23][CH2:22][C:21]4([CH3:27])[CH3:26])=[O:19])=[N:16][N:15]([C:28]4[CH:32]=[CH:31][S:30][CH:29]=4)[C:14]=3[C:5]=2[CH:4]=1.C(Cl)Cl.C(P1(=O)OP(=O)(CCC)OP(=O)(CCC)O1)CC.[C:54](O)(=[O:56])[CH3:55].C(N(C(C)C)C(C)C)C.